Dataset: Full USPTO retrosynthesis dataset with 1.9M reactions from patents (1976-2016). Task: Predict the reactants needed to synthesize the given product. (1) Given the product [C:1]([NH:4][C:5]1[S:6][C:7]([C:11]2[N:12]=[C:13]([C:16]([NH:22][CH2:19][C:20]#[CH:21])=[O:17])[S:14][CH:15]=2)=[C:8]([CH3:10])[N:9]=1)(=[O:3])[CH3:2], predict the reactants needed to synthesize it. The reactants are: [C:1]([NH:4][C:5]1[S:6][C:7]([C:11]2[N:12]=[C:13]([C:16](Cl)=[O:17])[S:14][CH:15]=2)=[C:8]([CH3:10])[N:9]=1)(=[O:3])[CH3:2].[CH2:19]([NH2:22])[C:20]#[CH:21].C(N(CC)CC)C. (2) Given the product [Cl:1][C:2]1[CH:7]=[C:6]([NH:24][C:20]2[N:21]=[CH:22][S:23][C:19]=2[C:14]2[N:15]=[CH:16][CH:17]=[CH:18][N:13]=2)[C:5]([C:9]([F:12])([F:11])[F:10])=[CH:4][N:3]=1, predict the reactants needed to synthesize it. The reactants are: [Cl:1][C:2]1[CH:7]=[C:6](I)[C:5]([C:9]([F:12])([F:11])[F:10])=[CH:4][N:3]=1.[N:13]1[CH:18]=[CH:17][CH:16]=[N:15][C:14]=1[C:19]1[S:23][CH:22]=[N:21][C:20]=1[NH2:24].CC1(C)C2C(=C(P(C3C=CC=CC=3)C3C=CC=CC=3)C=CC=2)OC2C(P(C3C=CC=CC=3)C3C=CC=CC=3)=CC=CC1=2.C(=O)([O-])[O-].[Cs+].[Cs+]. (3) Given the product [CH3:61][O:62][C:63](=[O:72])[C:64]1[CH:69]=[CH:68][CH:67]=[C:66]([CH2:70][O:19][C:15]2[CH:16]=[CH:17][CH:18]=[C:13]([CH:11]3[N:10]([C:32](=[O:33])[C:34]4[C:35]([F:42])=[CH:36][C:37]([F:41])=[CH:38][C:39]=4[F:40])[N:9]=[C:8]([C:5]4[CH:6]=[CH:7][C:2]([F:1])=[CH:3][CH:4]=4)[S:12]3)[C:14]=2[O:30][CH3:31])[CH:65]=1, predict the reactants needed to synthesize it. The reactants are: [F:1][C:2]1[CH:7]=[CH:6][C:5]([C:8]2[S:12][CH:11]([C:13]3[CH:18]=[CH:17][CH:16]=[C:15]([O:19][Si](C(C)C)(C(C)C)C(C)C)[C:14]=3[O:30][CH3:31])[N:10]([C:32]([C:34]3[C:39]([F:40])=[CH:38][C:37]([F:41])=[CH:36][C:35]=3[F:42])=[O:33])[N:9]=2)=[CH:4][CH:3]=1.[F-].C([N+](CCCC)(CCCC)CCCC)CCC.[CH3:61][O:62][C:63](=[O:72])[C:64]1[CH:69]=[CH:68][CH:67]=[C:66]([CH2:70]Br)[CH:65]=1. (4) Given the product [NH2:25][C:26]1[CH:34]=[C:33]([F:35])[CH:32]=[CH:31][C:27]=1[C:28]([NH:46][C@H:45]([C:47]([O:49][CH2:50][C:51]1[CH:56]=[CH:55][CH:54]=[CH:53][CH:52]=1)=[O:48])[C@@H:44]([CH3:57])[O:43][CH2:42][C:36]1[CH:41]=[CH:40][CH:39]=[CH:38][CH:37]=1)=[O:30], predict the reactants needed to synthesize it. The reactants are: CN(C(ON1N=NC2C=CC=NC1=2)=[N+](C)C)C.F[P-](F)(F)(F)(F)F.[NH2:25][C:26]1[CH:34]=[C:33]([F:35])[CH:32]=[CH:31][C:27]=1[C:28]([OH:30])=O.[C:36]1([CH2:42][O:43][C@H:44]([CH3:57])[C@@H:45]([C:47]([O:49][CH2:50][C:51]2[CH:56]=[CH:55][CH:54]=[CH:53][CH:52]=2)=[O:48])[NH2:46])[CH:41]=[CH:40][CH:39]=[CH:38][CH:37]=1.C(N(C(C)C)CC)(C)C. (5) Given the product [F:1][C:2]([F:35])([F:34])[C:3]1[CH:4]=[C:5]([C:13]([CH3:33])([CH3:32])[C:14]([N:16]([C:18]2[CH:19]=[N:20][C:21]([I:36])=[CH:22][C:23]=2[C:24]2[CH:29]=[CH:28][CH:27]=[CH:26][C:25]=2[Cl:30])[CH3:17])=[O:15])[CH:6]=[C:7]([C:9]([F:12])([F:11])[F:10])[CH:8]=1, predict the reactants needed to synthesize it. The reactants are: [F:1][C:2]([F:35])([F:34])[C:3]1[CH:4]=[C:5]([C:13]([CH3:33])([CH3:32])[C:14]([N:16]([C:18]2[CH:19]=[N:20][C:21](Cl)=[CH:22][C:23]=2[C:24]2[CH:29]=[CH:28][CH:27]=[CH:26][C:25]=2[Cl:30])[CH3:17])=[O:15])[CH:6]=[C:7]([C:9]([F:12])([F:11])[F:10])[CH:8]=1.[I-:36].[Na+].I.C(=O)(O)[O-].[Na+]. (6) Given the product [CH3:1][C:2]1[CH:7]=[C:6]([NH:8][S:9]([C:12]2[CH:13]=[CH:14][CH:15]=[C:16]3[C:21]=2[N:20]=[CH:19][CH:18]=[CH:17]3)(=[O:11])=[O:10])[CH:5]=[CH:4][C:3]=1[NH:22][C:23]([CH2:25][C:26]1[CH:27]=[CH:28][C:29]([C:30]([NH2:39])=[NH:31])=[CH:32][CH:33]=1)=[O:24], predict the reactants needed to synthesize it. The reactants are: [CH3:1][C:2]1[CH:7]=[C:6]([NH:8][S:9]([C:12]2[CH:13]=[CH:14][CH:15]=[C:16]3[C:21]=2[N:20]=[CH:19][CH:18]=[CH:17]3)(=[O:11])=[O:10])[CH:5]=[CH:4][C:3]=1[NH:22][C:23]([CH2:25][C:26]1[CH:33]=[CH:32][C:29]([C:30]#[N:31])=[CH:28][CH:27]=1)=[O:24].Cl.C(=O)([O-])[O-].[NH4+:39].[NH4+].